From a dataset of Reaction yield outcomes from USPTO patents with 853,638 reactions. Predict the reaction yield, written as a fraction of the theoretical maximum amount of product (1.0 means a 100% yield; for example, 0.34 means a 34% yield). (1) The reactants are [CH:1]1([O:7][C:8]2[CH:13]=[C:12]([O:14][CH2:15][CH2:16][O:17][CH3:18])[CH:11]=[CH:10][C:9]=2[CH2:19][CH2:20][C:21](OCC)=[O:22])[CH2:6][CH2:5][CH2:4][CH2:3][CH2:2]1.[H-].C([Al+]CC(C)C)C(C)C.O.O.O.O.O.O.O.O.O.O.S([O-])([O-])(=O)=O.[Na+].[Na+].C(OCC)C. The catalyst is O1CCCC1.C1(C)C=CC=CC=1. The product is [CH:1]1([O:7][C:8]2[CH:13]=[C:12]([O:14][CH2:15][CH2:16][O:17][CH3:18])[CH:11]=[CH:10][C:9]=2[CH2:19][CH2:20][CH2:21][OH:22])[CH2:2][CH2:3][CH2:4][CH2:5][CH2:6]1. The yield is 0.900. (2) The reactants are [Cl-].[Al+3].[Cl-].[Cl-].[Cl:5][CH2:6][C:7](Cl)=[O:8].[Cl:10][C:11]1[CH:22]=[CH:21][C:14]2[N:15]([CH3:20])[C:16](=[O:19])[N:17]([CH3:18])[C:13]=2[CH:12]=1. The catalyst is ClCCCl. The product is [Cl:10][C:11]1[C:22]([C:7](=[O:8])[CH2:6][Cl:5])=[CH:21][C:14]2[N:15]([CH3:20])[C:16](=[O:19])[N:17]([CH3:18])[C:13]=2[CH:12]=1. The yield is 0.800. (3) The reactants are Br[C:2]1[CH:3]=[C:4]([CH:12]=[C:13]([Cl:15])[CH:14]=1)[O:5][C:6]1[CH:7]=[N:8][CH:9]=[N:10][CH:11]=1.[C:16](=[O:23])([O:18][C:19]([CH3:22])([CH3:21])[CH3:20])[NH2:17].CC(C)([O-])C.[Na+].C(P(C(C)(C)C)C1C=CC=CC=1C1C(C(C)C)=CC(C(C)C)=CC=1C(C)C)(C)(C)C. The catalyst is C1C=CC(/C=C/C(/C=C/C2C=CC=CC=2)=O)=CC=1.C1C=CC(/C=C/C(/C=C/C2C=CC=CC=2)=O)=CC=1.C1C=CC(/C=C/C(/C=C/C2C=CC=CC=2)=O)=CC=1.C(Cl)(Cl)Cl.[Pd].[Pd].C1(C)C=CC=CC=1. The product is [Cl:15][C:13]1[CH:14]=[C:2]([NH:17][C:16](=[O:23])[O:18][C:19]([CH3:22])([CH3:21])[CH3:20])[CH:3]=[C:4]([O:5][C:6]2[CH:7]=[N:8][CH:9]=[N:10][CH:11]=2)[CH:12]=1. The yield is 0.730. (4) The reactants are Cl[C:2]1[C:7]([CH:8]([CH3:10])[CH3:9])=[C:6]([O:11][CH3:12])[N:5]=[C:4]([O:13][CH3:14])[N:3]=1.[Cl:15][C:16]1[C:23]([CH3:24])=[CH:22][C:19]([C:20]#[N:21])=[CH:18][C:17]=1[CH2:25]C#N.[H-].[Na+].CN(C=[O:34])C. No catalyst specified. The product is [Cl:15][C:16]1[C:23]([CH3:24])=[CH:22][C:19]([C:20]#[N:21])=[CH:18][C:17]=1[C:25]([C:2]1[C:7]([CH:8]([CH3:10])[CH3:9])=[C:6]([O:11][CH3:12])[N:5]=[C:4]([O:13][CH3:14])[N:3]=1)=[O:34]. The yield is 0.110. (5) The reactants are [CH3:1][O:2][C:3]1[CH:4]=[C:5]2[C:10](=[CH:11][C:12]=1[O:13][CH3:14])[N:9]=[CH:8][CH:7]=[C:6]2[O:15][C:16]1[CH:22]=[CH:21][C:19]([NH2:20])=[CH:18][CH:17]=1.C1(C)C=CC=CC=1.C(N(CC)CC)C.ClC(Cl)(O[C:41](=[O:47])[O:42][C:43](Cl)(Cl)Cl)Cl.[Cl:49][C:50]1[CH:55]=[CH:54][C:53]([S:56][CH2:57][CH2:58]CO)=[C:52]([CH3:61])[CH:51]=1. The catalyst is C(Cl)Cl. The product is [CH3:1][O:2][C:3]1[CH:4]=[C:5]2[C:10](=[CH:11][C:12]=1[O:13][CH3:14])[N:9]=[CH:8][CH:7]=[C:6]2[O:15][C:16]1[CH:22]=[CH:21][C:19]([NH:20][C:41](=[O:47])[O:42][CH2:43][CH2:58][CH2:57][S:56][C:53]2[CH:54]=[CH:55][C:50]([Cl:49])=[CH:51][C:52]=2[CH3:61])=[CH:18][CH:17]=1. The yield is 0.690. (6) The reactants are [Br:1][C:2]1[N:6]2[C:7](Br)=[CH:8][N:9]=[CH:10][C:5]2=[N:4][CH:3]=1.[CH3:12][O:13][C:14]1[CH:19]=[CH:18][C:17]([NH2:20])=[CH:16][CH:15]=1.C(O)C(F)(F)F.C(N(C(C)C)CC)(C)C. The yield is 0.500. The catalyst is C(Cl)Cl.O. The product is [Br:1][C:2]1[N:6]2[CH:7]=[CH:8][N:9]=[C:10]([NH:20][C:17]3[CH:18]=[CH:19][C:14]([O:13][CH3:12])=[CH:15][CH:16]=3)[C:5]2=[N:4][CH:3]=1. (7) The reactants are [CH2:1]([S:4]([CH2:7][C:8]1[CH:13]=[C:12]([NH:14]C(=O)C(F)(F)F)[CH:11]=[CH:10][C:9]=1[S:21](Cl)(=[O:23])=[O:22])(=[O:6])=[O:5])[CH2:2][CH3:3].[NH2:25][C:26]1[CH:27]=[CH:28][C:29]2[CH2:33][O:32][B:31]([OH:34])[C:30]=2[CH:35]=1.N1C=CC=CC=1. The catalyst is C(#N)C. The product is [NH2:14][C:12]1[CH:11]=[CH:10][C:9]([S:21]([NH:25][C:26]2[CH:27]=[CH:28][C:29]3[CH2:33][O:32][B:31]([OH:34])[C:30]=3[CH:35]=2)(=[O:22])=[O:23])=[C:8]([CH2:7][S:4]([CH2:1][CH2:2][CH3:3])(=[O:5])=[O:6])[CH:13]=1. The yield is 0.590.